Dataset: Full USPTO retrosynthesis dataset with 1.9M reactions from patents (1976-2016). Task: Predict the reactants needed to synthesize the given product. (1) Given the product [Cl:1][C:2]1[CH:7]=[CH:6][C:5]([CH:8]2[N:14]([C:23]3[CH:24]=[C:25]([CH3:33])[C:26]4[N:27]([C:29]([CH3:32])=[N:30][N:31]=4)[CH:28]=3)[C:15](=[O:22])[CH:16]([C:17]([CH:19]3[CH2:21][CH2:20]3)=[O:18])[C:9]2=[O:11])=[CH:4][CH:3]=1, predict the reactants needed to synthesize it. The reactants are: [Cl:1][C:2]1[CH:7]=[CH:6][C:5]([CH:8]([N:14]([C:23]2[CH:24]=[C:25]([CH3:33])[C:26]3[N:27]([C:29]([CH3:32])=[N:30][N:31]=3)[CH:28]=2)[C:15](=[O:22])[CH2:16][C:17]([CH:19]2[CH2:21][CH2:20]2)=[O:18])[C:9]([O:11]CC)=O)=[CH:4][CH:3]=1.[F-].[Cs+]. (2) Given the product [C:1]([NH:4][C:5]1[S:6][C:7]2[C:13]3[N:14]([C@@H:20]4[CH2:25][CH2:24][C@H:23]([C:26]([OH:28])=[O:27])[CH2:22][CH2:21]4)[N:15]=[C:16]([CH:17]4[CH2:18][CH2:19]4)[C:12]=3[CH2:11][CH2:10][C:8]=2[N:9]=1)(=[O:3])[CH3:2], predict the reactants needed to synthesize it. The reactants are: [C:1]([NH:4][C:5]1[S:6][C:7]2[C:13]3[N:14]([C@@H:20]4[CH2:25][CH2:24][C@H:23]([C:26]([O:28]CC)=[O:27])[CH2:22][CH2:21]4)[N:15]=[C:16]([CH:17]4[CH2:19][CH2:18]4)[C:12]=3[CH2:11][CH2:10][C:8]=2[N:9]=1)(=[O:3])[CH3:2].[OH-].[Li+]. (3) Given the product [CH3:8][C:7]1[CH:6]=[CH:5][CH:4]=[C:3]([S:9]([NH:12][CH:13]([CH3:15])[CH3:14])(=[O:11])=[O:10])[C:2]=1[NH:1][C:29](=[O:30])[C:28]1[CH:32]=[CH:33][C:25]([O:24][C:23]([F:22])([F:34])[F:35])=[CH:26][CH:27]=1, predict the reactants needed to synthesize it. The reactants are: [NH2:1][C:2]1[C:7]([CH3:8])=[CH:6][CH:5]=[CH:4][C:3]=1[S:9]([NH:12][CH:13]([CH3:15])[CH3:14])(=[O:11])=[O:10].N1C=CC=CC=1.[F:22][C:23]([F:35])([F:34])[O:24][C:25]1[CH:33]=[CH:32][C:28]([C:29](Cl)=[O:30])=[CH:27][CH:26]=1. (4) Given the product [CH3:16][C@H:17]1[N:18]([C:23]2[C:28]([O:29][CH2:30][CH2:31][O:32][C:33]3[CH:34]=[N:35][CH:36]=[CH:37][CH:38]=3)=[N:27][CH:26]=[CH:25][N:24]=2)[CH2:19][CH2:20][N:21]([C:9]([O:11][C:12]([CH3:13])([CH3:14])[CH3:15])=[O:10])[CH2:22]1, predict the reactants needed to synthesize it. The reactants are: [C:9](O[C:9]([O:11][C:12]([CH3:15])([CH3:14])[CH3:13])=[O:10])([O:11][C:12]([CH3:15])([CH3:14])[CH3:13])=[O:10].[CH3:16][C@@H:17]1[CH2:22][NH:21][CH2:20][CH2:19][N:18]1[C:23]1[C:28]([O:29][CH2:30][CH2:31][O:32][C:33]2[CH:34]=[N:35][CH:36]=[CH:37][CH:38]=2)=[N:27][CH:26]=[CH:25][N:24]=1. (5) Given the product [Cl:1][C:2]1[CH:7]=[CH:6][N:5]=[C:4]([NH:8][C:9](=[O:15])[O:10][C:11]([CH3:12])([CH3:14])[CH3:13])[C:3]=1[I:29], predict the reactants needed to synthesize it. The reactants are: [Cl:1][C:2]1[CH:7]=[CH:6][N:5]=[C:4]([NH:8][C:9](=[O:15])[O:10][C:11]([CH3:14])([CH3:13])[CH3:12])[CH:3]=1.CN(C)CCN(C)C.C([Li])CCC.[I:29]I.S([O-])(O)=O.[Na+]. (6) The reactants are: [NH:1]1[CH2:6][CH2:5][CH2:4][CH2:3][C@@H:2]1[C:7]([OH:9])=[O:8].S(Cl)(Cl)=O.[CH3:14]O. Given the product [NH:1]1[CH2:6][CH2:5][CH2:4][CH2:3][C@@H:2]1[C:7]([O:9][CH3:14])=[O:8], predict the reactants needed to synthesize it. (7) Given the product [ClH:1].[Br:27][C:24]1[CH:25]=[CH:26][C:21]([C@H:18]2[CH2:19][CH2:20][NH:15][CH2:16][C@@H:17]2[CH3:28])=[CH:22][CH:23]=1, predict the reactants needed to synthesize it. The reactants are: [Cl:1]C(OC(Cl)=O)C.C([N:15]1[CH2:20][CH2:19][C@H:18]([C:21]2[CH:26]=[CH:25][C:24]([Br:27])=[CH:23][CH:22]=2)[C@@H:17]([CH3:28])[CH2:16]1)C1C=CC=CC=1.C(=O)(O)[O-].[K+].